From a dataset of Reaction yield outcomes from USPTO patents with 853,638 reactions. Predict the reaction yield, written as a fraction of the theoretical maximum amount of product (1.0 means a 100% yield; for example, 0.34 means a 34% yield). The reactants are FC(F)(F)C(O)=O.[Cl:8][C:9]1[CH:10]=[C:11]([CH:30]2[O:35][CH2:34][CH2:33][N:32](C(OC(C)(C)C)=O)[CH2:31]2)[CH:12]=[CH:13][C:14]=1[NH:15][C:16]([C:18]1[CH:19]=[N:20][N:21]([C:23]2[CH:28]=[CH:27][C:26]([F:29])=[CH:25][CH:24]=2)[CH:22]=1)=[O:17].[OH-].[Na+]. The catalyst is O.C(#N)C. The product is [Cl:8][C:9]1[CH:10]=[C:11]([CH:30]2[O:35][CH2:34][CH2:33][NH:32][CH2:31]2)[CH:12]=[CH:13][C:14]=1[NH:15][C:16]([C:18]1[CH:19]=[N:20][N:21]([C:23]2[CH:28]=[CH:27][C:26]([F:29])=[CH:25][CH:24]=2)[CH:22]=1)=[O:17]. The yield is 0.960.